Dataset: NCI-60 drug combinations with 297,098 pairs across 59 cell lines. Task: Regression. Given two drug SMILES strings and cell line genomic features, predict the synergy score measuring deviation from expected non-interaction effect. (1) Drug 1: COC1=CC(=CC(=C1O)OC)C2C3C(COC3=O)C(C4=CC5=C(C=C24)OCO5)OC6C(C(C7C(O6)COC(O7)C8=CC=CS8)O)O. Drug 2: CC(C1=C(C=CC(=C1Cl)F)Cl)OC2=C(N=CC(=C2)C3=CN(N=C3)C4CCNCC4)N. Cell line: SW-620. Synergy scores: CSS=28.7, Synergy_ZIP=-6.85, Synergy_Bliss=-5.10, Synergy_Loewe=-10.7, Synergy_HSA=-3.33. (2) Drug 1: C1=CC(=CC=C1CCCC(=O)O)N(CCCl)CCCl. Drug 2: CCC(=C(C1=CC=CC=C1)C2=CC=C(C=C2)OCCN(C)C)C3=CC=CC=C3.C(C(=O)O)C(CC(=O)O)(C(=O)O)O. Cell line: EKVX. Synergy scores: CSS=3.23, Synergy_ZIP=-5.02, Synergy_Bliss=-4.44, Synergy_Loewe=-4.60, Synergy_HSA=-3.07. (3) Drug 1: CC1C(C(CC(O1)OC2CC(CC3=C2C(=C4C(=C3O)C(=O)C5=CC=CC=C5C4=O)O)(C(=O)C)O)N)O. Drug 2: CC1C(C(CC(O1)OC2CC(CC3=C2C(=C4C(=C3O)C(=O)C5=C(C4=O)C(=CC=C5)OC)O)(C(=O)CO)O)N)O.Cl. Cell line: SF-539. Synergy scores: CSS=74.1, Synergy_ZIP=1.91, Synergy_Bliss=1.48, Synergy_Loewe=2.90, Synergy_HSA=5.15. (4) Drug 1: CNC(=O)C1=CC=CC=C1SC2=CC3=C(C=C2)C(=NN3)C=CC4=CC=CC=N4. Drug 2: CC(C)CN1C=NC2=C1C3=CC=CC=C3N=C2N. Cell line: HCC-2998. Synergy scores: CSS=-7.69, Synergy_ZIP=0.144, Synergy_Bliss=-8.64, Synergy_Loewe=-14.4, Synergy_HSA=-12.1.